From a dataset of Full USPTO retrosynthesis dataset with 1.9M reactions from patents (1976-2016). Predict the reactants needed to synthesize the given product. Given the product [CH3:28][C:17]1[C:14]2[C:15](=[O:16])[NH:10][N:11]=[CH:12][C:13]=2[N:19]([CH2:20][O:21][CH2:22][CH2:23][Si:24]([CH3:25])([CH3:27])[CH3:26])[CH:18]=1, predict the reactants needed to synthesize it. The reactants are: C(OC[N:10]1[C:15](=[O:16])[C:14]2[C:17]([CH3:28])=[CH:18][N:19]([CH2:20][O:21][CH2:22][CH2:23][Si:24]([CH3:27])([CH3:26])[CH3:25])[C:13]=2[CH:12]=[N:11]1)C1C=CC=CC=1.[H][H].